The task is: Regression/Classification. Given a drug SMILES string, predict its toxicity properties. Task type varies by dataset: regression for continuous values (e.g., LD50, hERG inhibition percentage) or binary classification for toxic/non-toxic outcomes (e.g., AMES mutagenicity, cardiotoxicity, hepatotoxicity). Dataset: ames.. This data is from Ames mutagenicity test results for genotoxicity prediction. (1) The molecule is NC(CCC(=O)NC(CSCCCl)C(=O)NCC(=O)O)C(=O)O. The result is 1 (mutagenic). (2) The drug is CN(C)c1ccc2nc3ccc(N(C)C)cc3[s+]c2c1. The result is 1 (mutagenic). (3) The molecule is Cc1cc2ncccc2c2nc(N=[N+]=[N-])n(C)c12. The result is 1 (mutagenic). (4) The drug is CCCCC(C)C(OC(=O)CC(CC(=O)O)C(=O)O)C(CC(C)CC(O)CCCCCCC(O)C(C)N)OC(=O)CC(CC(=O)O)C(=O)O. The result is 0 (non-mutagenic). (5) The compound is CN(CCC#N)c1ccc(N=Nc2ccccc2)cc1. The result is 1 (mutagenic). (6) The drug is CC(C)(C)OCO. The result is 0 (non-mutagenic). (7) The drug is c1ccc2c(c1)CCNC2. The result is 0 (non-mutagenic). (8) The drug is CC(=O)Nc1ccc(Oc2ccc([N+](=O)[O-])cc2)cc1. The result is 1 (mutagenic).